From a dataset of Reaction yield outcomes from USPTO patents with 853,638 reactions. Predict the reaction yield, written as a fraction of the theoretical maximum amount of product (1.0 means a 100% yield; for example, 0.34 means a 34% yield). (1) The reactants are [NH2:1][C:2]1[CH:6]=[C:5]([C:7]2[CH:12]=[CH:11][CH:10]=[CH:9][CH:8]=2)[NH:4][N:3]=1.[CH2:13]([O:15][C:16]([N:18]=[C:19]=[S:20])=[O:17])[CH3:14]. The catalyst is C1(C)C=CC=CC=1. The product is [C:7]1([C:5]2[CH:6]=[C:2]([NH:1][C:19]([NH:18][C:16](=[O:17])[O:15][CH2:13][CH3:14])=[S:20])[NH:3][N:4]=2)[CH:12]=[CH:11][CH:10]=[CH:9][CH:8]=1. The yield is 0.600. (2) The reactants are [CH:1]1([O:6][N:7]2C(=O)C3C(=CC=CC=3)C2=O)[CH2:5][CH2:4][CH2:3][CH2:2]1.NN.[N+:20]([C:23]1[CH:24]=[C:25]([S:29](Cl)(=[O:31])=[O:30])[CH:26]=[CH:27][CH:28]=1)([O-:22])=[O:21].C(N(CC)C(C)C)(C)C. The catalyst is O1CCCC1. The product is [CH:1]1([O:6][NH:7][S:29]([C:25]2[CH:26]=[CH:27][CH:28]=[C:23]([N+:20]([O-:22])=[O:21])[CH:24]=2)(=[O:30])=[O:31])[CH2:2][CH2:3][CH2:4][CH2:5]1. The yield is 0.870. (3) The reactants are C([O-])([O-])=O.[K+].[K+].CS([N:11]1CCNC[CH2:12]1)(=O)=O.[CH:17]1[CH:18]=[C:19]2[C:24]3=[C:25]([O:27][C:28]4([C:35]5[CH:36]=[CH:37][CH:38]=[C:39]([O:40][CH2:41][C:42]6[CH:43]=[CH:44]O[CH:46]=6)[C:34]=5[C:32](=[O:33])[CH:31]=[CH:30]4)[O:29][C:23]3=[CH:22][CH:21]=[CH:20]2)[CH:26]=1.O. The catalyst is C1COCC1. The product is [CH:17]1[CH:18]=[C:19]2[C:24]3=[C:25]([O:27][C:28]4([C:35]5[CH:36]=[CH:37][CH:38]=[C:39]([O:40][CH2:41][C:42]6[CH:43]=[CH:44][CH:12]=[N:11][CH:46]=6)[C:34]=5[C:32](=[O:33])[CH:31]=[CH:30]4)[O:29][C:23]3=[CH:22][CH:21]=[CH:20]2)[CH:26]=1. The yield is 0.130. (4) The reactants are [NH2:1][C:2]1[C:6]2=[N:7][CH:8]=[CH:9][CH:10]=[C:5]2[C:4]([C:21]2[CH:22]=[C:23]([OH:27])[CH:24]=[CH:25][CH:26]=2)([C:11]2[CH:16]=[CH:15][N:14]=[C:13]([C:17]([F:20])([F:19])[F:18])[CH:12]=2)[N:3]=1.[C:28](O[C:28]([O:30][C:31]([CH3:34])([CH3:33])[CH3:32])=[O:29])([O:30][C:31]([CH3:34])([CH3:33])[CH3:32])=[O:29]. No catalyst specified. The product is [OH:27][C:23]1[CH:22]=[C:21]([C:4]2([C:11]3[CH:16]=[CH:15][N:14]=[C:13]([C:17]([F:20])([F:18])[F:19])[CH:12]=3)[C:5]3[C:6](=[N:7][CH:8]=[CH:9][CH:10]=3)[C:2]([NH:1][C:28](=[O:29])[O:30][C:31]([CH3:34])([CH3:33])[CH3:32])=[N:3]2)[CH:26]=[CH:25][CH:24]=1. The yield is 0.500. (5) The reactants are O.Cl.[F:3][C:4]1[CH:9]=[C:8]([N+:10]([O-])=O)[CH:7]=[CH:6][C:5]=1[N:13]1[CH2:18][CH2:17][O:16][CH2:15][C:14]1=[O:19].C([O-])(O)=O.[Na+]. The catalyst is CO.[Fe]. The product is [NH2:10][C:8]1[CH:7]=[CH:6][C:5]([N:13]2[CH2:18][CH2:17][O:16][CH2:15][C:14]2=[O:19])=[C:4]([F:3])[CH:9]=1. The yield is 0.570.